This data is from Forward reaction prediction with 1.9M reactions from USPTO patents (1976-2016). The task is: Predict the product of the given reaction. (1) Given the reactants [C:1]([O:5][C:6]([N:8]1[CH2:13][CH2:12][CH:11]([O:14][CH2:15][C:16]2[O:20][N:19]=[C:18]([C:21]3[CH:26]=[CH:25][C:24]([N+:27]([O-])=O)=[C:23]([F:30])[CH:22]=3)[N:17]=2)[CH2:10][CH2:9]1)=[O:7])([CH3:4])([CH3:3])[CH3:2], predict the reaction product. The product is: [C:1]([O:5][C:6]([N:8]1[CH2:13][CH2:12][CH:11]([O:14][CH2:15][C:16]2[O:20][N:19]=[C:18]([C:21]3[CH:26]=[CH:25][C:24]([NH2:27])=[C:23]([F:30])[CH:22]=3)[N:17]=2)[CH2:10][CH2:9]1)=[O:7])([CH3:4])([CH3:2])[CH3:3]. (2) The product is: [C:1]([O:5][C:6]([N:8]1[CH2:13][CH2:12][CH:11]([NH:14][CH2:20][C:19]2[CH:22]=[CH:23][C:16]([Cl:15])=[C:17]([N+:24]([O-:26])=[O:25])[CH:18]=2)[CH2:10][CH2:9]1)=[O:7])([CH3:4])([CH3:2])[CH3:3]. Given the reactants [C:1]([O:5][C:6]([N:8]1[CH2:13][CH2:12][CH:11]([NH2:14])[CH2:10][CH2:9]1)=[O:7])([CH3:4])([CH3:3])[CH3:2].[Cl:15][C:16]1[CH:23]=[CH:22][C:19]([CH:20]=O)=[CH:18][C:17]=1[N+:24]([O-:26])=[O:25].[BH4-].[Na+].C(O)(=O)C, predict the reaction product. (3) The product is: [Cl:33][C:34]1[CH:41]=[CH:40][C:37]([CH2:38][CH2:13][CH2:12][CH2:11][CH2:10][CH2:9][CH2:8][CH2:7][CH2:6][CH2:5][C:2]([OH:4])=[O:3])=[CH:36][CH:35]=1. Given the reactants [Br-].[C:2]([CH2:5][CH2:6][CH2:7][CH2:8][CH2:9][CH2:10][CH2:11][CH2:12][CH2:13][P+](C1C=CC=CC=1)(C1C=CC=CC=1)C1C=CC=CC=1)([OH:4])=[O:3].[Cl:33][C:34]1[CH:41]=[CH:40][C:37]([CH:38]=O)=[CH:36][CH:35]=1, predict the reaction product. (4) Given the reactants CS[C:3]([C:25]1[C:30]([Cl:31])=[CH:29][CH:28]=[CH:27][C:26]=1[F:32])=[N:4][C:5]([C:7]1[S:8][C:9]([C:14]2[CH:19]=[CH:18][C:17]([O:20][C:21]([F:24])([F:23])[F:22])=[CH:16][CH:15]=2)=[C:10]([Br:13])[C:11]=1[CH3:12])=O.C(O)(=O)C(O)=O.[CH2:39]([NH:41][NH2:42])[CH3:40], predict the reaction product. The product is: [Cl:31][C:30]1[CH:29]=[CH:28][CH:27]=[C:26]([F:32])[C:25]=1[C:3]1[N:4]=[C:5]([C:7]2[S:8][C:9]([C:14]3[CH:15]=[CH:16][C:17]([O:20][C:21]([F:23])([F:24])[F:22])=[CH:18][CH:19]=3)=[C:10]([Br:13])[C:11]=2[CH3:12])[N:41]([CH2:39][CH3:40])[N:42]=1. (5) Given the reactants [CH3:1][CH2:2]O.CN1CCC(=N[N:12]([CH2:20][CH2:21][C:22]2[CH:23]=[N:24][C:25]([CH3:28])=[CH:26][CH:27]=2)[C:13]2[CH:18]=[CH:17][C:16]([CH3:19])=[CH:15][CH:14]=2)CC1, predict the reaction product. The product is: [CH3:20][N:12]1[CH2:2][CH2:1][C:15]2[N:12]([CH2:20][CH2:21][C:22]3[CH:23]=[N:24][C:25]([CH3:28])=[CH:26][CH:27]=3)[C:13]3[CH:14]=[CH:15][C:16]([CH3:19])=[CH:17][C:18]=3[C:14]=2[CH2:13]1. (6) Given the reactants [H-].[Na+].[I:3][C:4]1[CH:5]=[C:6]2C(=[CH:12][CH:13]=1)N[C:9](=O)[NH:8][C:7]2=[O:15].IC.[Cl-].[NH4+].[CH3:20][N:21]([CH:23]=[O:24])[CH3:22], predict the reaction product. The product is: [CH3:20][N:21]1[C:22]2[C:6](=[CH:5][C:4]([I:3])=[CH:13][CH:12]=2)[C:7](=[O:15])[N:8]([CH3:9])[C:23]1=[O:24]. (7) Given the reactants [NH2:1][CH2:2][C:3]1[CH:8]=[CH:7][C:6]([CH2:9][N:10]2[CH2:15][CH2:14][N:13]([C:16]3[C:21]([C:22]([O:24][CH:25]([CH3:27])[CH3:26])=[O:23])=[CH:20][CH:19]=[CH:18][N:17]=3)[CH2:12][CH2:11]2)=[CH:5][CH:4]=1.[F:28][C:29]1[CH:37]=[CH:36][CH:35]=[CH:34][C:30]=1[C:31](O)=[O:32].CN(C(ON1N=NC2C=CC=NC1=2)=[N+](C)C)C.F[P-](F)(F)(F)(F)F.CCN(C(C)C)C(C)C, predict the reaction product. The product is: [F:28][C:29]1[CH:37]=[CH:36][CH:35]=[CH:34][C:30]=1[C:31]([NH:1][CH2:2][C:3]1[CH:8]=[CH:7][C:6]([CH2:9][N:10]2[CH2:11][CH2:12][N:13]([C:16]3[C:21]([C:22]([O:24][CH:25]([CH3:27])[CH3:26])=[O:23])=[CH:20][CH:19]=[CH:18][N:17]=3)[CH2:14][CH2:15]2)=[CH:5][CH:4]=1)=[O:32]. (8) Given the reactants [C:9](O[C:9]([O:11][C:12]([CH3:15])([CH3:14])[CH3:13])=[O:10])([O:11][C:12]([CH3:15])([CH3:14])[CH3:13])=[O:10].[CH3:16][NH:17][CH2:18][CH2:19]/[CH:20]=[CH:21]/[C:22]1[CH:23]=[N:24][CH:25]=[CH:26][CH:27]=1, predict the reaction product. The product is: [CH3:16][N:17]([C:9]([O:11][C:12]([CH3:13])([CH3:14])[CH3:15])=[O:10])[CH2:18][CH2:19]/[CH:20]=[CH:21]/[C:22]1[CH:23]=[N:24][CH:25]=[CH:26][CH:27]=1.